From a dataset of Full USPTO retrosynthesis dataset with 1.9M reactions from patents (1976-2016). Predict the reactants needed to synthesize the given product. Given the product [ClH:10].[CH3:37][N:34]1[C:35]([CH3:36])=[C:31]([CH2:30][N:27]2[CH2:28][CH2:29][N:24]([C:19]3[C:18]([C:15]4[CH:16]=[CH:17][C:12]([CH2:11][N:2]([CH3:1])[C:3](=[O:5])[CH3:4])=[CH:13][CH:14]=4)=[N:23][CH:22]=[CH:21][N:20]=3)[CH2:25][CH2:26]2)[CH:32]=[N:33]1, predict the reactants needed to synthesize it. The reactants are: [CH3:1][NH:2][C:3](=[O:5])[CH3:4].[H-].[Na+].Cl.Cl.[Cl:10][CH2:11][C:12]1[CH:17]=[CH:16][C:15]([C:18]2[C:19]([N:24]3[CH2:29][CH2:28][N:27]([CH2:30][C:31]4[CH:32]=[N:33][N:34]([CH3:37])[C:35]=4[CH3:36])[CH2:26][CH2:25]3)=[N:20][CH:21]=[CH:22][N:23]=2)=[CH:14][CH:13]=1.[I-].[Na+].